The task is: Predict the reaction yield, written as a fraction of the theoretical maximum amount of product (1.0 means a 100% yield; for example, 0.34 means a 34% yield).. This data is from Reaction yield outcomes from USPTO patents with 853,638 reactions. The reactants are [Br:1][C:2]1[CH:3]=[C:4]([F:10])[C:5]([C:8]#[N:9])=[N:6][CH:7]=1.[CH3:11][Mg]Cl.[C:14](OC(=O)C)(=[O:16])[CH3:15]. The catalyst is C1(C)C=CC=CC=1. The product is [Br:1][C:2]1[CH:3]=[C:4]([F:10])[C:5]([C:8]([NH:9][C:14](=[O:16])[CH3:15])=[CH2:11])=[N:6][CH:7]=1. The yield is 0.690.